From a dataset of Full USPTO retrosynthesis dataset with 1.9M reactions from patents (1976-2016). Predict the reactants needed to synthesize the given product. (1) Given the product [C:1]([C:3]1[CH:4]=[C:5]([C:13]2[O:15][N:50]=[C:51]([C:52]3[CH:69]=[CH:68][C:55]4[CH2:56][CH2:57][N:58]([C:61]([O:63][C:64]([CH3:65])([CH3:66])[CH3:67])=[O:62])[CH2:59][CH2:60][C:54]=4[CH:53]=3)[N:70]=2)[CH:6]=[N:7][C:8]=1[O:9][CH2:10][CH2:11][CH3:12])#[N:2], predict the reactants needed to synthesize it. The reactants are: [C:1]([C:3]1[CH:4]=[C:5]([C:13]([OH:15])=O)[CH:6]=[N:7][C:8]=1[O:9][CH2:10][CH2:11][CH3:12])#[N:2].CN(C(ON1N=NC2C=CC=NC1=2)=[N+](C)C)C.F[P-](F)(F)(F)(F)F.CCN(C(C)C)C(C)C.O[NH:50][C:51](=[NH:70])[C:52]1[CH:69]=[CH:68][C:55]2[CH2:56][CH2:57][N:58]([C:61]([O:63][C:64]([CH3:67])([CH3:66])[CH3:65])=[O:62])[CH2:59][CH2:60][C:54]=2[CH:53]=1. (2) Given the product [Cl:10][C:11]1[CH:16]=[C:15]([CH2:17][N:7]2[CH2:8][CH2:9][N:4]([C:1](=[O:3])[CH3:2])[CH2:5][CH2:6]2)[CH:14]=[CH:13][N:12]=1, predict the reactants needed to synthesize it. The reactants are: [C:1]([N:4]1[CH2:9][CH2:8][NH:7][CH2:6][CH2:5]1)(=[O:3])[CH3:2].[Cl:10][C:11]1[CH:16]=[C:15]([CH2:17]Cl)[CH:14]=[CH:13][N:12]=1.C([O-])([O-])=O.[K+].[K+]. (3) The reactants are: Br[C:2]1[CH:3]=[C:4]([CH:6]=[C:7]([Br:9])[CH:8]=1)[NH2:5].C([Sn](CCCC)(CCCC)[C:15]1[N:20]=[CH:19][CH:18]=[CH:17][N:16]=1)CCC. Given the product [N:16]1[CH:17]=[CH:18][CH:19]=[N:20][C:15]=1[C:2]1[CH:3]=[C:4]([CH:6]=[C:7]([C:15]2[N:16]=[CH:17][CH:18]=[CH:19][N:20]=2)[CH:8]=1)[NH2:5].[Br:9][C:7]1[CH:6]=[C:4]([CH:3]=[C:2]([C:15]2[N:20]=[CH:19][CH:18]=[CH:17][N:16]=2)[CH:8]=1)[NH2:5], predict the reactants needed to synthesize it. (4) Given the product [F:1][C:2]1[CH:9]=[CH:8][C:5]([C:6]([C:16]2[C:11]([F:10])=[N:12][CH:13]=[CH:14][CH:15]=2)=[O:7])=[CH:4][CH:3]=1, predict the reactants needed to synthesize it. The reactants are: [F:1][C:2]1[CH:9]=[CH:8][C:5]([CH:6]=[O:7])=[CH:4][CH:3]=1.[F:10][C:11]1[C:16]([Li])=[CH:15][CH:14]=[CH:13][N:12]=1.O.